This data is from Full USPTO retrosynthesis dataset with 1.9M reactions from patents (1976-2016). The task is: Predict the reactants needed to synthesize the given product. (1) The reactants are: C([O:3][C:4](=[O:20])[C@@H:5]([O:18][CH3:19])[CH2:6][C:7]1[CH:12]=[CH:11][C:10]([O:13][CH2:14][CH2:15][CH2:16]Br)=[CH:9][CH:8]=1)C.[CH:21]1[C:29]2[C:28]3[CH:30]=[CH:31][CH:32]=[CH:33][C:27]=3[O:26][C:25]=2[C:24]([C:34]2[CH:39]=[CH:38][C:37]([OH:40])=[CH:36][CH:35]=2)=[CH:23][CH:22]=1.[OH-].[Na+]. Given the product [CH:21]1[C:29]2[C:28]3[CH:30]=[CH:31][CH:32]=[CH:33][C:27]=3[O:26][C:25]=2[C:24]([C:34]2[CH:39]=[CH:38][C:37]([O:40][CH2:16][CH2:15][CH2:14][O:13][C:10]3[CH:9]=[CH:8][C:7]([CH2:6][C@H:5]([O:18][CH3:19])[C:4]([OH:3])=[O:20])=[CH:12][CH:11]=3)=[CH:36][CH:35]=2)=[CH:23][CH:22]=1, predict the reactants needed to synthesize it. (2) Given the product [NH2:17][C:16]1[C:9]2[C:10](=[CH:11][N:12]=[CH:13][C:8]=2[C:5]2[CH:4]=[CH:3][C:2]([NH:1][C:27]([NH:26][C:22]3[CH:23]=[CH:24][CH:25]=[C:20]([F:19])[CH:21]=3)=[O:28])=[CH:7][CH:6]=2)[N:14]([CH3:18])[N:15]=1, predict the reactants needed to synthesize it. The reactants are: [NH2:1][C:2]1[CH:7]=[CH:6][C:5]([C:8]2[CH:13]=[N:12][CH:11]=[C:10]3[N:14]([CH3:18])[N:15]=[C:16]([NH2:17])[C:9]=23)=[CH:4][CH:3]=1.[F:19][C:20]1[CH:25]=[CH:24][CH:23]=[C:22]([N:26]=[C:27]=[O:28])[CH:21]=1.FC1C=CC(C)=CC=1N=C=O. (3) Given the product [N:1]1([C:6]2[CH:30]=[CH:29][CH:28]=[CH:27][C:7]=2[C:8]([NH:10][C@H:11]2[CH2:15][CH2:14][CH2:13][C@@H:12]2[NH:16][C:17]2[CH:22]=[N:21][C:20]([C:23]([F:24])([F:26])[F:25])=[CH:19][N:18]=2)=[O:9])[CH:5]=[CH:4][N:35]=[N:2]1, predict the reactants needed to synthesize it. The reactants are: [N:1]1([C:6]2[CH:30]=[CH:29][CH:28]=[CH:27][C:7]=2[C:8]([NH:10][C@H:11]2[CH2:15][CH2:14][CH2:13][C@@H:12]2[NH:16][C:17]2[CH:22]=[N:21][C:20]([C:23]([F:26])([F:25])[F:24])=[CH:19][N:18]=2)=[O:9])[CH:5]=[CH:4]C=[N:2]1.Cl.FC(F)(F)C1[N:35]=CC(N[C@H]2CCC[C@@H]2N)=NC=1.N1(C2C=CC=CC=2C(O)=O)C=CN=N1. (4) The reactants are: [NH2:1][CH2:2][C:3]1[N:8]=[CH:7][C:6]([S:9]([CH:12]2[CH2:17][CH2:16][N:15]([C:18]([O:20][C:21]([CH3:24])([CH3:23])[CH3:22])=[O:19])[CH2:14][CH2:13]2)(=[O:11])=[O:10])=[CH:5][CH:4]=1.[O:25]1[C:29]2=[CH:30][N:31]=[CH:32][CH:33]=[C:28]2[CH:27]=[C:26]1[C:34](O)=[O:35].CCN=C=NCCCN(C)C.C1C=CC2N(O)N=NC=2C=1.C(N(CC)CC)C. Given the product [O:25]1[C:29]2=[CH:30][N:31]=[CH:32][CH:33]=[C:28]2[CH:27]=[C:26]1[C:34]([NH:1][CH2:2][C:3]1[N:8]=[CH:7][C:6]([S:9]([CH:12]2[CH2:13][CH2:14][N:15]([C:18]([O:20][C:21]([CH3:24])([CH3:23])[CH3:22])=[O:19])[CH2:16][CH2:17]2)(=[O:10])=[O:11])=[CH:5][CH:4]=1)=[O:35], predict the reactants needed to synthesize it. (5) Given the product [CH2:12]([N:9]1[C:3]([CH3:4])=[C:2]([C:1]([O:6][CH2:7][CH3:8])=[O:5])[N:11]=[N:10]1)[C:13]1[CH:18]=[CH:17][CH:16]=[CH:15][CH:14]=1, predict the reactants needed to synthesize it. The reactants are: [C:1]([O:6][CH2:7][CH3:8])(=[O:5])[C:2]#[C:3][CH3:4].[N:9]([CH2:12][C:13]1[CH:18]=[CH:17][CH:16]=[CH:15][CH:14]=1)=[N+:10]=[N-:11]. (6) Given the product [CH3:17][N:19]([CH2:2][C:3]1[CH:12]=[CH:11][C:10]2[C:5](=[CH:6][CH:7]=[C:8]([NH:13][C:14](=[O:16])[CH3:15])[CH:9]=2)[N:4]=1)[CH3:20], predict the reactants needed to synthesize it. The reactants are: O[CH2:2][C:3]1[CH:12]=[CH:11][C:10]2[C:5](=[CH:6][CH:7]=[C:8]([NH:13][C:14](=[O:16])[CH3:15])[CH:9]=2)[N:4]=1.[CH2:17]([N:19](CC)[CH2:20]C)C.CS(Cl)(=O)=O.Cl.CNC.C(=O)([O-])[O-].[K+].[K+]. (7) The reactants are: C[O:2][C:3]([C:5]1[C:6]([C:24]2[CH:29]=[CH:28][C:27]([C:30](O)=[O:31])=[CH:26][CH:25]=2)=[CH:7][CH:8]=[C:9]([C:11]2[S:12][CH:13]=[C:14]([C:16]3[CH:21]=[CH:20][C:19]([Cl:22])=[C:18]([Cl:23])[CH:17]=3)[N:15]=2)[CH:10]=1)=[O:4].[CH3:33][O:34][C:35]1[CH:36]=[C:37]([CH:40]=[CH:41][CH:42]=1)[CH2:38][NH2:39]. Given the product [Cl:23][C:18]1[CH:17]=[C:16]([C:14]2[N:15]=[C:11]([C:9]3[CH:10]=[C:5]([C:3]([OH:2])=[O:4])[C:6]([C:24]4[CH:25]=[CH:26][C:27]([C:30](=[O:31])[NH:39][CH2:38][C:37]5[CH:40]=[CH:41][CH:42]=[C:35]([O:34][CH3:33])[CH:36]=5)=[CH:28][CH:29]=4)=[CH:7][CH:8]=3)[S:12][CH:13]=2)[CH:21]=[CH:20][C:19]=1[Cl:22], predict the reactants needed to synthesize it.